Dataset: Forward reaction prediction with 1.9M reactions from USPTO patents (1976-2016). Task: Predict the product of the given reaction. (1) Given the reactants [OH:1][C:2]1([CH2:16][SH:17])[CH2:7][CH2:6][CH:5]([NH:8][C:9](=[O:15])[O:10][C:11]([CH3:14])([CH3:13])[CH3:12])[CH2:4][CH2:3]1.[C:18]1(=[O:29])[C:27]2[C:22](=[CH:23][CH:24]=[CH:25][CH:26]=2)[CH:21]=[CH:20][C:19]1=[O:28], predict the reaction product. The product is: [O:28]=[C:19]1[C:20]2[S:17][CH2:16][C:2]3([CH2:3][CH2:4][CH:5]([NH:8][C:9](=[O:15])[O:10][C:11]([CH3:12])([CH3:13])[CH3:14])[CH2:6][CH2:7]3)[O:1][C:21]=2[C:22]2[C:27](=[CH:26][CH:25]=[CH:24][CH:23]=2)[C:18]1=[O:29]. (2) Given the reactants [CH2:1]([N:3]([CH:27]1[CH2:32][CH2:31][NH:30][CH2:29][CH2:28]1)[C:4]1[C:19]2[CH2:18][CH:17]=[CH:16][CH2:15][CH2:14][C:13]3[CH:20]=[C:21]([CH3:25])[NH:22][C:23](=[O:24])[C:12]=3[CH2:11][NH:10][C:9](=[O:26])[C:8]=2[CH:7]=[CH:6][CH:5]=1)[CH3:2].FC(F)(F)S(O[CH2:39][C:40]([F:43])([F:42])[F:41])(=O)=O.CCN(CC)CC, predict the reaction product. The product is: [CH2:1]([N:3]([CH:27]1[CH2:32][CH2:31][N:30]([CH2:39][C:40]([F:43])([F:42])[F:41])[CH2:29][CH2:28]1)[C:4]1[C:19]2[CH2:18][CH:17]=[CH:16][CH2:15][CH2:14][C:13]3[CH:20]=[C:21]([CH3:25])[NH:22][C:23](=[O:24])[C:12]=3[CH2:11][NH:10][C:9](=[O:26])[C:8]=2[CH:7]=[CH:6][CH:5]=1)[CH3:2]. (3) Given the reactants [Cl:1][C:2]1[C:3]2[C:8]([CH:9]=[C:10]3[C:15]=1[N:14]=[C:13]([C:16]1[N:17]([C:25]4[C:30]([Cl:31])=[CH:29][CH:28]=[CH:27][N:26]=4)[N:18]=[C:19]([C:21]([F:24])([F:23])[F:22])[CH:20]=1)[O:12][C:11]3=[O:32])=[N:7][C:6]([C:33]([F:36])([F:35])[F:34])=[CH:5][CH:4]=2.[CH3:37][NH2:38], predict the reaction product. The product is: [CH3:37][NH:38][C:11]([C:10]1[CH:9]=[C:8]2[C:3]([CH:4]=[CH:5][C:6]([C:33]([F:35])([F:34])[F:36])=[N:7]2)=[C:2]([Cl:1])[C:15]=1[NH:14][C:13]([C:16]1[N:17]([C:25]2[C:30]([Cl:31])=[CH:29][CH:28]=[CH:27][N:26]=2)[N:18]=[C:19]([C:21]([F:22])([F:24])[F:23])[CH:20]=1)=[O:12])=[O:32]. (4) Given the reactants Cl[C:2]1[C:11]2[C:6](=[CH:7][CH:8]=[C:9]([N+:12]([O-:14])=[O:13])[CH:10]=2)[N:5]=[CH:4][N:3]=1.[Cl:15][C:16]1[CH:17]=[C:18]([CH:20]=[CH:21][C:22]=1[O:23][CH2:24][C:25]1[CH:30]=[CH:29][CH:28]=[CH:27][N:26]=1)[NH2:19], predict the reaction product. The product is: [Cl:15][C:16]1[CH:17]=[C:18]([NH:19][C:2]2[C:11]3[C:6](=[CH:7][CH:8]=[C:9]([N+:12]([O-:14])=[O:13])[CH:10]=3)[N:5]=[CH:4][N:3]=2)[CH:20]=[CH:21][C:22]=1[O:23][CH2:24][C:25]1[CH:30]=[CH:29][CH:28]=[CH:27][N:26]=1. (5) Given the reactants [C:1]([C:3]1[CH:4]=[C:5]([NH:9][C:10](=[O:33])[NH:11][C:12]2[CH:17]=[CH:16][C:15]([S:18]([NH:21][CH2:22][C:23]3[CH:28]=[CH:27][C:26]([S:29](=[O:32])(=[O:31])[NH2:30])=[CH:25][CH:24]=3)(=[O:20])=[O:19])=[CH:14][CH:13]=2)[CH:6]=[CH:7][CH:8]=1)#[N:2].[N:34]1([C:40](=[O:45])[CH2:41][CH2:42][CH2:43][CH3:44])[CH2:39][CH2:38][NH:37][CH2:36][CH2:35]1, predict the reaction product. The product is: [NH:2]=[C:1]([N:37]1[CH2:38][CH2:39][N:34]([C:40](=[O:45])[CH2:41][CH2:42][CH2:43][CH3:44])[CH2:35][CH2:36]1)[C:3]1[CH:4]=[C:5]([NH:9][C:10](=[O:33])[NH:11][C:12]2[CH:17]=[CH:16][C:15]([S:18]([NH:21][CH2:22][C:23]3[CH:28]=[CH:27][C:26]([S:29](=[O:32])(=[O:31])[NH2:30])=[CH:25][CH:24]=3)(=[O:20])=[O:19])=[CH:14][CH:13]=2)[CH:6]=[CH:7][CH:8]=1. (6) Given the reactants C([Si](C)(C)[O:6][C:7]1[C:12]([CH3:13])=[CH:11][C:10]([CH:14]2[C:22]3[C:17](=[CH:18][CH:19]=[CH:20][CH:21]=3)[N:16]([CH2:23][C:24]3[CH:29]=[CH:28][CH:27]=[CH:26][C:25]=3[Cl:30])[C:15]2=[O:31])=[CH:9][C:8]=1[CH3:32])(C)(C)C.C[Si]([N-][Si](C)(C)C)(C)C.[K+].[CH3:45][O:46][C:47]1[CH:54]=[CH:53][C:50]([CH2:51]Br)=[CH:49][CH:48]=1.CCCC[N+](CCCC)(CCCC)CCCC.[F-], predict the reaction product. The product is: [Cl:30][C:25]1[CH:26]=[CH:27][CH:28]=[CH:29][C:24]=1[CH2:23][N:16]1[C:17]2[C:22](=[CH:21][CH:20]=[CH:19][CH:18]=2)[C:14]([C:10]2[CH:9]=[C:8]([CH3:32])[C:7]([OH:6])=[C:12]([CH3:13])[CH:11]=2)([CH2:51][C:50]2[CH:53]=[CH:54][C:47]([O:46][CH3:45])=[CH:48][CH:49]=2)[C:15]1=[O:31]. (7) Given the reactants Cl[C:2]1[C:10]([F:11])=[C:9]2[C:5]([CH:6]=[CH:7][N:8]2[CH3:12])=[CH:4][C:3]=1[CH:13]=[O:14].[CH:15]([B-](F)(F)F)=[CH2:16].[K+].C([O-])([O-])=O.[K+].[K+].O1CCOCC1, predict the reaction product. The product is: [F:11][C:10]1[C:2]([CH:15]=[CH2:16])=[C:3]([CH:13]=[O:14])[CH:4]=[C:5]2[C:9]=1[N:8]([CH3:12])[CH:7]=[CH:6]2. (8) Given the reactants [NH2:1][C:2]1[CH:7]=[CH:6][CH:5]=[CH:4][N:3]=1.[N+:8]([C:11]1[CH:16]=[CH:15][C:14]([S:17](Cl)(=[O:19])=[O:18])=[CH:13][CH:12]=1)([O-:10])=[O:9].C(N(CC)CC)C.C[O-].[Na+].Cl, predict the reaction product. The product is: [N+:8]([C:11]1[CH:12]=[CH:13][C:14]([S:17]([NH:1][C:2]2[CH:7]=[CH:6][CH:5]=[CH:4][N:3]=2)(=[O:19])=[O:18])=[CH:15][CH:16]=1)([O-:10])=[O:9]. (9) Given the reactants [Cl:1][C:2]1[CH:10]=[CH:9][C:5]([C:6](Cl)=[O:7])=[CH:4][C:3]=1[C:11]1[O:15][N:14]=[C:13]([CH2:16][N:17]2[C:25]3[C:20](=[C:21]([C:28]([F:31])([F:30])[F:29])[C:22]([C:26]#[N:27])=[CH:23][CH:24]=3)[CH:19]=[C:18]2[CH2:32][CH2:33][CH3:34])[N:12]=1.[NH3:35], predict the reaction product. The product is: [Cl:1][C:2]1[CH:10]=[CH:9][C:5]([C:6]([NH2:35])=[O:7])=[CH:4][C:3]=1[C:11]1[O:15][N:14]=[C:13]([CH2:16][N:17]2[C:25]3[C:20](=[C:21]([C:28]([F:29])([F:30])[F:31])[C:22]([C:26]#[N:27])=[CH:23][CH:24]=3)[CH:19]=[C:18]2[CH2:32][CH2:33][CH3:34])[N:12]=1.